From a dataset of Full USPTO retrosynthesis dataset with 1.9M reactions from patents (1976-2016). Predict the reactants needed to synthesize the given product. (1) Given the product [CH3:1][O:2][C:3]1[CH:4]=[CH:5][C:6]([C:9]([C:10]2[C:11](=[O:12])[O:13][C:14]3[C:21]([CH:22]=2)=[CH:20][CH:19]=[CH:18][CH:15]=3)=[O:16])=[CH:7][CH:8]=1, predict the reactants needed to synthesize it. The reactants are: [CH3:1][O:2][C:3]1[CH:8]=[CH:7][C:6]([C:9](=[O:16])[CH2:10][C:11]([O:13][CH2:14][CH3:15])=[O:12])=[CH:5][CH:4]=1.N1[CH2:22][CH2:21][CH2:20][CH2:19][CH2:18]1.OC1C=CC=CC=1C=O. (2) Given the product [Cl:30][C:31]1[N:35]([CH2:2][N:3]2[CH2:7][CH:6]([CH2:8][CH2:9][CH3:10])[CH2:5][C:4]2=[O:11])[C:34]2[CH:36]=[CH:37][CH:38]=[CH:39][C:33]=2[N:32]=1, predict the reactants needed to synthesize it. The reactants are: O[CH2:2][N:3]1[CH2:7][CH:6]([CH2:8][CH2:9][CH3:10])[CH2:5][C:4]1=[O:11].C(N(CC)C(=O)OCN1CC(CCC)CC1=O)C.[Cl:30][C:31]1[NH:35][C:34]2[CH:36]=[CH:37][CH:38]=[CH:39][C:33]=2[N:32]=1. (3) Given the product [CH3:1][O:2][CH2:3][CH2:4][N:5]1[C:13]2[C:8](=[CH:9][C:10]([NH2:14])=[CH:11][CH:12]=2)[CH:7]=[CH:6]1, predict the reactants needed to synthesize it. The reactants are: [CH3:1][O:2][CH2:3][CH2:4][N:5]1[C:13]2[C:8](=[CH:9][C:10]([N+:14]([O-])=O)=[CH:11][CH:12]=2)[CH:7]=[CH:6]1.[H][H]. (4) The reactants are: [C:1]([O:4][CH2:5][C:6]1[C:11](B2OC(C)(C)C(C)(C)O2)=[CH:10][CH:9]=[CH:8][C:7]=1[N:21]1[CH2:33][CH2:32][N:24]2[C:25]3[CH2:26][CH2:27][CH2:28][CH2:29][C:30]=3[CH:31]=[C:23]2[C:22]1=[O:34])(=[O:3])[CH3:2].Br[C:36]1[CH:37]=[C:38]([NH:44][C:45]2[CH:50]=[CH:49][C:48]([N:51]3[CH2:56][CH2:55][N:54]([CH:57]4[CH2:60][O:59][CH2:58]4)[CH2:53][CH2:52]3)=[CH:47][N:46]=2)[C:39](=[O:43])[N:40]([CH3:42])[CH:41]=1. Given the product [C:1]([O:4][CH2:5][C:6]1[C:7]([N:21]2[CH2:33][CH2:32][N:24]3[C:25]4[CH2:26][CH2:27][CH2:28][CH2:29][C:30]=4[CH:31]=[C:23]3[C:22]2=[O:34])=[CH:8][CH:9]=[CH:10][C:11]=1[C:36]1[CH:37]=[C:38]([NH:44][C:45]2[CH:50]=[CH:49][C:48]([N:51]3[CH2:56][CH2:55][N:54]([CH:57]4[CH2:58][O:59][CH2:60]4)[CH2:53][CH2:52]3)=[CH:47][N:46]=2)[C:39](=[O:43])[N:40]([CH3:42])[CH:41]=1)(=[O:3])[CH3:2], predict the reactants needed to synthesize it. (5) Given the product [CH:16]1([N:7]2[CH2:8][C:9]([CH3:15])([CH3:14])[C:10](=[O:13])[N:11]([CH3:12])[C:5]3[CH:4]=[N:3][C:2]([NH:22][C:23]4[CH:31]=[CH:30][C:26]([C:27]([OH:29])=[O:28])=[CH:25][C:24]=4[CH3:32])=[N:21][C:6]2=3)[CH2:20][CH2:19][CH2:18][CH2:17]1, predict the reactants needed to synthesize it. The reactants are: Cl[C:2]1[N:3]=[CH:4][C:5]2[N:11]([CH3:12])[C:10](=[O:13])[C:9]([CH3:15])([CH3:14])[CH2:8][N:7]([CH:16]3[CH2:20][CH2:19][CH2:18][CH2:17]3)[C:6]=2[N:21]=1.[NH2:22][C:23]1[CH:31]=[CH:30][C:26]([C:27]([OH:29])=[O:28])=[CH:25][C:24]=1[CH3:32].C(O)C. (6) The reactants are: [N:1](/[C:4](=[CH:10]/[CH:11]=[CH:12]/[C:13]1[C:18]([O:19][CH3:20])=[CH:17][CH:16]=[CH:15][C:14]=1[O:21][CH3:22])/[C:5]([O:7][CH2:8][CH3:9])=[O:6])=[N+]=[N-].[C:23]1([P:29]([C:36]2[CH:41]=[CH:40][CH:39]=[CH:38][CH:37]=2)[C:30]2[CH:35]=[CH:34][CH:33]=[CH:32][CH:31]=2)[CH:28]=[CH:27][CH:26]=[CH:25][CH:24]=1. Given the product [CH3:22][O:21][C:14]1[CH:15]=[CH:16][CH:17]=[C:18]([O:19][CH3:20])[C:13]=1/[CH:12]=[CH:11]/[CH:10]=[C:4](/[N:1]=[P:29]([C:30]1[CH:31]=[CH:32][CH:33]=[CH:34][CH:35]=1)([C:36]1[CH:41]=[CH:40][CH:39]=[CH:38][CH:37]=1)[C:23]1[CH:24]=[CH:25][CH:26]=[CH:27][CH:28]=1)\[C:5]([O:7][CH2:8][CH3:9])=[O:6], predict the reactants needed to synthesize it. (7) Given the product [NH:16]1[C:17]2[CH:23]=[CH:22][CH:21]=[CH:20][C:18]=2[N:19]=[C:15]1[NH:1][C:2]1[CH:7]=[CH:6][CH:5]=[CH:4][C:3]=1/[CH:8]=[CH:9]/[C:10]([O:12][CH3:13])=[O:11], predict the reactants needed to synthesize it. The reactants are: [NH2:1][C:2]1[CH:7]=[CH:6][CH:5]=[CH:4][C:3]=1/[CH:8]=[CH:9]/[C:10]([O:12][CH3:13])=[O:11].Br[C:15]1[NH:19][C:18]2[CH:20]=[CH:21][CH:22]=[CH:23][C:17]=2[N:16]=1.